Predict the product of the given reaction. From a dataset of Forward reaction prediction with 1.9M reactions from USPTO patents (1976-2016). (1) Given the reactants C([O:4][C@@H:5]1[CH2:10][CH2:9][CH2:8][C@@H:7]([N:11]2[C:15]3[CH:16]=[C:17]([Cl:21])[C:18]([Cl:20])=[CH:19][C:14]=3[N:13]=[C:12]2Br)[C@@H:6]1[O:23]C(=O)C)(=O)C.[CH:27]1([NH2:30])[CH2:29][CH2:28]1.[OH-].[Na+], predict the reaction product. The product is: [Cl:20][C:18]1[C:17]([Cl:21])=[CH:16][C:15]2[N:11]([C@@H:7]3[CH2:8][CH2:9][CH2:10][C@@H:5]([OH:4])[C@H:6]3[OH:23])[C:12]([NH:30][CH:27]3[CH2:29][CH2:28]3)=[N:13][C:14]=2[CH:19]=1. (2) Given the reactants [CH2:1]([N:4]1[CH2:9][CH2:8][CH:7]([C:10]([NH2:12])=O)[CH2:6][CH2:5]1)[CH2:2][CH3:3].[H-].[H-].[H-].[H-].[Li+].[Al+3].[OH-].[Na+].[O-]S([O-])(=O)=O.[Na+].[Na+], predict the reaction product. The product is: [NH2:12][CH2:10][CH:7]1[CH2:8][CH2:9][N:4]([CH2:1][CH2:2][CH3:3])[CH2:5][CH2:6]1.